This data is from Peptide-MHC class I binding affinity with 185,985 pairs from IEDB/IMGT. The task is: Regression. Given a peptide amino acid sequence and an MHC pseudo amino acid sequence, predict their binding affinity value. This is MHC class I binding data. The peptide sequence is IQKNPDGSW. The MHC is HLA-A03:01 with pseudo-sequence HLA-A03:01. The binding affinity (normalized) is 0.0847.